From a dataset of Experimental lipophilicity measurements (octanol/water distribution) for 4,200 compounds from AstraZeneca. Regression/Classification. Given a drug SMILES string, predict its absorption, distribution, metabolism, or excretion properties. Task type varies by dataset: regression for continuous measurements (e.g., permeability, clearance, half-life) or binary classification for categorical outcomes (e.g., BBB penetration, CYP inhibition). For this dataset (lipophilicity_astrazeneca), we predict Y. (1) The drug is Cc1cc(Nc2cc(N3CCOCC3)nc(N[C@@H](C)c3ncc(F)cn3)n2)n[nH]1. The Y is 1.91 logD. (2) The molecule is COc1ccc2cc([C@H](C)C(=O)O)ccc2c1. The Y is 0.130 logD. (3) The drug is Cc1ccc(C(=O)N(CCCN)Cc2nc3cc(Cl)ccc3c(=O)n2Cc2ccccc2)cc1. The Y is 1.47 logD. (4) The compound is O=C(O)c1cn(Cc2ccccc2)c2ccccc12. The Y is 1.19 logD. (5) The compound is CCN1CCC[C@H]1CNC(=O)c1cc(Br)cc(OC)c1OC. The Y is 1.20 logD. (6) The molecule is Cc1cc(NC(=O)c2nnc(Nc3ccccc3F)o2)ccc1N1CCOCC1. The Y is 4.00 logD. (7) The molecule is NC1(c2ccc(-c3ncc4ccccc4c3-c3ccccc3)cc2)CCC1. The Y is 3.60 logD. (8) The molecule is CN1CCN(C(=O)c2cc(-c3ccccc3)sc2NC(N)=O)CC1. The Y is 2.17 logD.